From a dataset of Peptide-MHC class II binding affinity with 134,281 pairs from IEDB. Regression. Given a peptide amino acid sequence and an MHC pseudo amino acid sequence, predict their binding affinity value. This is MHC class II binding data. (1) The peptide sequence is LLGQNTAAIAAIEAQ. The MHC is HLA-DQA10501-DQB10201 with pseudo-sequence HLA-DQA10501-DQB10201. The binding affinity (normalized) is 0.570. (2) The peptide sequence is NSLLFIPDIKLAIDN. The MHC is HLA-DQA10501-DQB10301 with pseudo-sequence HLA-DQA10501-DQB10301. The binding affinity (normalized) is 0.357. (3) The peptide sequence is NKEVDRLMSMKSIQK. The MHC is H-2-IAb with pseudo-sequence H-2-IAb. The binding affinity (normalized) is 0.